Task: Regression. Given two drug SMILES strings and cell line genomic features, predict the synergy score measuring deviation from expected non-interaction effect.. Dataset: NCI-60 drug combinations with 297,098 pairs across 59 cell lines (1) Drug 1: CC1=C(N=C(N=C1N)C(CC(=O)N)NCC(C(=O)N)N)C(=O)NC(C(C2=CN=CN2)OC3C(C(C(C(O3)CO)O)O)OC4C(C(C(C(O4)CO)O)OC(=O)N)O)C(=O)NC(C)C(C(C)C(=O)NC(C(C)O)C(=O)NCCC5=NC(=CS5)C6=NC(=CS6)C(=O)NCCC[S+](C)C)O. Drug 2: C(CC(=O)O)C(=O)CN.Cl. Cell line: MALME-3M. Synergy scores: CSS=18.5, Synergy_ZIP=-6.85, Synergy_Bliss=-0.131, Synergy_Loewe=1.48, Synergy_HSA=2.48. (2) Drug 1: CN(C)C1=NC(=NC(=N1)N(C)C)N(C)C. Drug 2: CCN(CC)CCCC(C)NC1=C2C=C(C=CC2=NC3=C1C=CC(=C3)Cl)OC. Cell line: NCIH23. Synergy scores: CSS=24.7, Synergy_ZIP=-7.39, Synergy_Bliss=-0.883, Synergy_Loewe=-56.4, Synergy_HSA=-1.19. (3) Drug 1: CC1=C(C(CCC1)(C)C)C=CC(=CC=CC(=CC(=O)O)C)C. Drug 2: C1=NC(=NC(=O)N1C2C(C(C(O2)CO)O)O)N. Cell line: NCI/ADR-RES. Synergy scores: CSS=1.45, Synergy_ZIP=4.04, Synergy_Bliss=-0.799, Synergy_Loewe=-9.99, Synergy_HSA=-4.63. (4) Synergy scores: CSS=-4.69, Synergy_ZIP=2.41, Synergy_Bliss=1.02, Synergy_Loewe=-4.68, Synergy_HSA=-3.84. Cell line: SK-MEL-28. Drug 1: CN(CC1=CN=C2C(=N1)C(=NC(=N2)N)N)C3=CC=C(C=C3)C(=O)NC(CCC(=O)O)C(=O)O. Drug 2: CCCCCOC(=O)NC1=NC(=O)N(C=C1F)C2C(C(C(O2)C)O)O. (5) Synergy scores: CSS=13.0, Synergy_ZIP=-4.60, Synergy_Bliss=1.54, Synergy_Loewe=3.20, Synergy_HSA=3.23. Drug 1: C1CC(=O)NC(=O)C1N2CC3=C(C2=O)C=CC=C3N. Drug 2: CC(CN1CC(=O)NC(=O)C1)N2CC(=O)NC(=O)C2. Cell line: 786-0. (6) Drug 2: C(CCl)NC(=O)N(CCCl)N=O. Drug 1: C1C(C(OC1N2C=NC(=NC2=O)N)CO)O. Cell line: DU-145. Synergy scores: CSS=3.79, Synergy_ZIP=-0.219, Synergy_Bliss=0.875, Synergy_Loewe=2.12, Synergy_HSA=-0.00139. (7) Drug 1: CC(C1=C(C=CC(=C1Cl)F)Cl)OC2=C(N=CC(=C2)C3=CN(N=C3)C4CCNCC4)N. Drug 2: C#CCC(CC1=CN=C2C(=N1)C(=NC(=N2)N)N)C3=CC=C(C=C3)C(=O)NC(CCC(=O)O)C(=O)O. Cell line: HOP-92. Synergy scores: CSS=5.36, Synergy_ZIP=-2.68, Synergy_Bliss=-2.17, Synergy_Loewe=-3.42, Synergy_HSA=-2.83. (8) Drug 1: C1=CC(=C2C(=C1NCCNCCO)C(=O)C3=C(C=CC(=C3C2=O)O)O)NCCNCCO. Drug 2: C1CN(P(=O)(OC1)NCCCl)CCCl. Cell line: MDA-MB-435. Synergy scores: CSS=18.8, Synergy_ZIP=-4.62, Synergy_Bliss=4.44, Synergy_Loewe=-19.3, Synergy_HSA=3.39. (9) Drug 1: C1=CC=C(C=C1)NC(=O)CCCCCCC(=O)NO. Drug 2: C1CN(CCN1C(=O)CCBr)C(=O)CCBr. Cell line: A549. Synergy scores: CSS=57.3, Synergy_ZIP=5.56, Synergy_Bliss=4.89, Synergy_Loewe=-15.0, Synergy_HSA=8.44.